This data is from NCI-60 drug combinations with 297,098 pairs across 59 cell lines. The task is: Regression. Given two drug SMILES strings and cell line genomic features, predict the synergy score measuring deviation from expected non-interaction effect. (1) Drug 1: CCN(CC)CCNC(=O)C1=C(NC(=C1C)C=C2C3=C(C=CC(=C3)F)NC2=O)C. Drug 2: CN1C2=C(C=C(C=C2)N(CCCl)CCCl)N=C1CCCC(=O)O.Cl. Cell line: 786-0. Synergy scores: CSS=-1.74, Synergy_ZIP=0.871, Synergy_Bliss=-1.70, Synergy_Loewe=-0.0584, Synergy_HSA=-5.10. (2) Drug 1: C1CN1P(=S)(N2CC2)N3CC3. Drug 2: CC1=C2C(C(=O)C3(C(CC4C(C3C(C(C2(C)C)(CC1OC(=O)C(C(C5=CC=CC=C5)NC(=O)C6=CC=CC=C6)O)O)OC(=O)C7=CC=CC=C7)(CO4)OC(=O)C)O)C)OC(=O)C. Cell line: MALME-3M. Synergy scores: CSS=12.2, Synergy_ZIP=-1.94, Synergy_Bliss=-0.159, Synergy_Loewe=-3.22, Synergy_HSA=0.465.